This data is from Peptide-MHC class I binding affinity with 185,985 pairs from IEDB/IMGT. The task is: Regression. Given a peptide amino acid sequence and an MHC pseudo amino acid sequence, predict their binding affinity value. This is MHC class I binding data. (1) The peptide sequence is LYAVATTII. The MHC is HLA-A24:02 with pseudo-sequence HLA-A24:02. The binding affinity (normalized) is 0.622. (2) The peptide sequence is MPVGGQSSF. The MHC is HLA-B18:01 with pseudo-sequence HLA-B18:01. The binding affinity (normalized) is 0.475. (3) The peptide sequence is ITTKAISRW. The MHC is HLA-B58:01 with pseudo-sequence HLA-B58:01. The binding affinity (normalized) is 0.826. (4) The peptide sequence is FQPQNGQNI. The MHC is H-2-Kb with pseudo-sequence H-2-Kb. The binding affinity (normalized) is 0.0258.